This data is from Forward reaction prediction with 1.9M reactions from USPTO patents (1976-2016). The task is: Predict the product of the given reaction. (1) Given the reactants C[O:2][C:3](=[O:17])[C:4]1[CH:9]=[C:8]([O:10][CH3:11])[C:7]([O:12][CH3:13])=[C:6]([CH2:14][CH:15]=[CH2:16])[CH:5]=1.S(C)C.[OH-:21].[Na+].OO, predict the reaction product. The product is: [OH:21][CH2:16][CH2:15][CH2:14][C:6]1[CH:5]=[C:4]([CH:9]=[C:8]([O:10][CH3:11])[C:7]=1[O:12][CH3:13])[C:3]([OH:2])=[O:17]. (2) Given the reactants C1(P(N=[N+]=[N-])(C2C=CC=CC=2)=[O:8])C=CC=CC=1.CC[N:20]([CH2:23]C)CC.[Br:25][C:26]1[C:30]2[CH:31]=[N:32][C:33](C(O)=O)=[CH:34][C:29]=2[N:28]([CH2:38][CH3:39])[CH:27]=1.[CH3:40][C:41]([OH:44])([CH3:43])[CH3:42], predict the reaction product. The product is: [Br:25][C:26]1[C:30]2[CH:31]=[N:32][C:33]([NH:20][C:23](=[O:8])[O:44][C:41]([CH3:43])([CH3:42])[CH3:40])=[CH:34][C:29]=2[N:28]([CH2:38][CH3:39])[CH:27]=1. (3) The product is: [CH3:1][O:2][C:3]1[CH:4]=[C:5]([CH2:9][CH2:10][C:11]2[NH:22][N:21]=[C:15]([NH2:17])[CH:16]=2)[CH:6]=[N:7][CH:8]=1. Given the reactants [CH3:1][O:2][C:3]1[CH:4]=[C:5]([CH2:9][CH2:10][C:11](OC)=O)[CH:6]=[N:7][CH:8]=1.[C:15](#[N:17])[CH3:16].[H-].[Na+].Cl.[NH2:21][NH2:22], predict the reaction product. (4) Given the reactants [Br:1][C:2]1[CH:7]=[CH:6][C:5]([Cl:8])=[C:4](I)[CH:3]=1.C([Mg]Cl)(C)C.[B:15](OC)([O:18]C)[O:16]C, predict the reaction product. The product is: [Br:1][C:2]1[CH:7]=[CH:6][C:5]([Cl:8])=[C:4]([B:15]([OH:18])[OH:16])[CH:3]=1. (5) Given the reactants [F:1][C:2]1[C:11]2[O:12][CH2:13][C@@H:14]([CH2:15][N:16]3[CH2:21][CH2:20][CH:19]([NH:22]C(=O)OC(C)(C)C)[CH2:18][CH2:17]3)[N:9]3[C:10]=2[C:5]([CH:6]=[CH:7][C:8]3=[O:30])=[CH:4][CH:3]=1.Cl, predict the reaction product. The product is: [NH2:22][CH:19]1[CH2:18][CH2:17][N:16]([CH2:15][C@H:14]2[N:9]3[C:10]4[C:5]([CH:6]=[CH:7][C:8]3=[O:30])=[CH:4][CH:3]=[C:2]([F:1])[C:11]=4[O:12][CH2:13]2)[CH2:21][CH2:20]1. (6) Given the reactants C([Li])CCC.Br[C:7]1[CH:12]=[CH:11][C:10]([NH:13][C:14]([C:16]2[CH:21]=[CH:20][CH:19]=[CH:18][N:17]=2)=[O:15])=[CH:9][C:8]=1[F:22].[Si:23]([O:30][CH:31]1[CH2:35][CH2:34][O:33][C:32]1=[O:36])([C:26]([CH3:29])([CH3:28])[CH3:27])([CH3:25])[CH3:24].C(=O)(O)[O-].[Na+], predict the reaction product. The product is: [Si:23]([O:30][CH:31]([CH2:35][CH2:34][OH:33])[C:32]([C:7]1[CH:12]=[CH:11][C:10]([NH:13][C:14]([C:16]2[CH:21]=[CH:20][CH:19]=[CH:18][N:17]=2)=[O:15])=[CH:9][C:8]=1[F:22])=[O:36])([C:26]([CH3:29])([CH3:28])[CH3:27])([CH3:25])[CH3:24]. (7) Given the reactants [F:1][C:2]([F:44])([F:43])[C:3]1[CH:4]=[C:5]([CH:40]=[CH:41][CH:42]=1)[CH2:6][NH:7][C:8]([C:10]1[CH:15]=[CH:14][N:13]=[C:12]([C:16]2[CH:21]=[C:20]([N:22]3[CH2:27][CH2:26][CH2:25][CH2:24][CH2:23]3)[CH:19]=[CH:18][C:17]=2[NH:28][C:29]([C:31]2[CH:32]=[C:33]([CH:37]=[CH:38][CH:39]=2)[C:34](O)=[O:35])=[O:30])[CH:11]=1)=[O:9].C(N(C(C)C)CC)(C)C.[NH:54]1[CH2:59][CH2:58][CH:57]([CH2:60][C:61]([O:63]CC)=[O:62])[CH2:56][CH2:55]1.CN(C(ON1N=NC2C=CC=NC1=2)=[N+](C)C)C.F[P-](F)(F)(F)(F)F, predict the reaction product. The product is: [N:22]1([C:20]2[CH:19]=[CH:18][C:17]([NH:28][C:29]([C:31]3[CH:32]=[C:33]([CH:37]=[CH:38][CH:39]=3)[C:34]([N:54]3[CH2:55][CH2:56][CH:57]([CH2:60][C:61]([OH:63])=[O:62])[CH2:58][CH2:59]3)=[O:35])=[O:30])=[C:16]([C:12]3[CH:11]=[C:10]([C:8](=[O:9])[NH:7][CH2:6][C:5]4[CH:40]=[CH:41][CH:42]=[C:3]([C:2]([F:1])([F:43])[F:44])[CH:4]=4)[CH:15]=[CH:14][N:13]=3)[CH:21]=2)[CH2:27][CH2:26][CH2:25][CH2:24][CH2:23]1.